Dataset: Peptide-MHC class I binding affinity with 185,985 pairs from IEDB/IMGT. Task: Regression. Given a peptide amino acid sequence and an MHC pseudo amino acid sequence, predict their binding affinity value. This is MHC class I binding data. (1) The peptide sequence is SLNSMYTRLR. The MHC is HLA-A33:01 with pseudo-sequence HLA-A33:01. The binding affinity (normalized) is 1.00. (2) The peptide sequence is SLFNRGRLK. The MHC is HLA-A03:01 with pseudo-sequence HLA-A03:01. The binding affinity (normalized) is 0.653. (3) The peptide sequence is NEEVAIILA. The MHC is HLA-B18:01 with pseudo-sequence HLA-B18:01. The binding affinity (normalized) is 0.207. (4) The MHC is H-2-Db with pseudo-sequence H-2-Db. The binding affinity (normalized) is 0. The peptide sequence is YTVLFSDLA.